This data is from Catalyst prediction with 721,799 reactions and 888 catalyst types from USPTO. The task is: Predict which catalyst facilitates the given reaction. (1) Reactant: Br[C:2]1[CH:3]=[C:4]2[C:8](=[CH:9][CH:10]=1)[NH:7][CH:6]=[CH:5]2.[F:11][C:12]1[CH:17]=[CH:16][C:15](B(O)O)=[CH:14][CH:13]=1.C([O-])(O)=O.[Na+].[Na+].[Cl-]. Product: [F:11][C:12]1[CH:17]=[CH:16][C:15]([C:2]2[CH:3]=[C:4]3[C:8](=[CH:9][CH:10]=2)[NH:7][CH:6]=[CH:5]3)=[CH:14][CH:13]=1. The catalyst class is: 335. (2) Reactant: [F:1][C:2]1[CH:7]=[CH:6][C:5]([N:8]2[C:16]3[C:11](=[CH:12][C:13]([C:17](O)([CH2:25][CH:26]([CH3:28])[CH3:27])[C:18]([CH3:24])([CH3:23])[C:19]([O:21][CH3:22])=[O:20])=[CH:14][CH:15]=3)[CH:10]=[N:9]2)=[CH:4][CH:3]=1.OS(O)(=O)=O. Product: [F:1][C:2]1[CH:3]=[CH:4][C:5]([N:8]2[C:16]3[C:11](=[CH:12][C:13](/[C:17](=[CH:25]\[CH:26]([CH3:28])[CH3:27])/[C:18]([CH3:23])([CH3:24])[C:19]([O:21][CH3:22])=[O:20])=[CH:14][CH:15]=3)[CH:10]=[N:9]2)=[CH:6][CH:7]=1. The catalyst class is: 24. (3) Reactant: [CH2:1]([O:3][C:4](=[O:18])[C:5]([O:8][C:9]1[CH:17]=[CH:16][CH:15]=[C:14]2[C:10]=1[CH:11]=[CH:12][NH:13]2)([CH3:7])[CH3:6])[CH3:2].[OH-].[K+].CS(C)=O.Br[CH2:26][CH2:27][CH2:28][Cl:29]. Product: [CH2:1]([O:3][C:4](=[O:18])[C:5]([O:8][C:9]1[CH:17]=[CH:16][CH:15]=[C:14]2[C:10]=1[CH:11]=[CH:12][N:13]2[CH2:26][CH2:27][CH2:28][Cl:29])([CH3:7])[CH3:6])[CH3:2]. The catalyst class is: 6. (4) Reactant: C([Li])CCC.Br[C:7]1[CH:12]=[CH:11][CH:10]=[C:9]([P:13]([C:20]2[CH:25]=[CH:24][CH:23]=[CH:22][CH:21]=2)[C:14]2[CH:19]=[CH:18][CH:17]=[CH:16][CH:15]=2)[N:8]=1.[C:26](=[O:28])=[O:27]. Product: [C:14]1([P:13]([C:20]2[CH:25]=[CH:24][CH:23]=[CH:22][CH:21]=2)[C:9]2[N:8]=[C:7]([C:26]([OH:28])=[O:27])[CH:12]=[CH:11][CH:10]=2)[CH:19]=[CH:18][CH:17]=[CH:16][CH:15]=1. The catalyst class is: 2. (5) Reactant: [CH3:1][C:2]1[CH:3]=[C:4]([O:20][C:21]2[CH:22]=[N:23][C:24]([S:27]([CH3:30])(=[O:29])=[O:28])=[CH:25][CH:26]=2)[CH:5]=[C:6]2[C:10]=1[NH:9][C:8]([C:11]1[S:12][CH:13]([CH2:16][C:17](O)=[O:18])[CH2:14][N:15]=1)=[CH:7]2.[NH:31]1[CH2:36][CH2:35][O:34][CH2:33][CH2:32]1.ON1C2C=CC=CC=2N=N1.Cl.C(N=C=NCCCN(C)C)C. Product: [CH3:1][C:2]1[CH:3]=[C:4]([O:20][C:21]2[CH:22]=[N:23][C:24]([S:27]([CH3:30])(=[O:28])=[O:29])=[CH:25][CH:26]=2)[CH:5]=[C:6]2[C:10]=1[NH:9][C:8]([C:11]1[S:12][CH:13]([CH2:16][C:17]([N:31]3[CH2:36][CH2:35][O:34][CH2:33][CH2:32]3)=[O:18])[CH2:14][N:15]=1)=[CH:7]2. The catalyst class is: 35. (6) Reactant: Br[C:2]1[CH:3]=[CH:4][C:5]([C:8]([NH:10][CH2:11][CH2:12][C:13]([O:15][CH2:16][CH3:17])=[O:14])=[O:9])=[N:6][CH:7]=1.[CH:18]([C:20]1[CH:25]=[CH:24][CH:23]=[CH:22][C:21]=1B(O)O)=[O:19].C([O-])([O-])=O.[K+].[K+].O. Product: [CH:18]([C:20]1[CH:25]=[CH:24][CH:23]=[CH:22][C:21]=1[C:2]1[CH:3]=[CH:4][C:5]([C:8]([NH:10][CH2:11][CH2:12][C:13]([O:15][CH2:16][CH3:17])=[O:14])=[O:9])=[N:6][CH:7]=1)=[O:19]. The catalyst class is: 800. (7) The catalyst class is: 58. Product: [Br:21][C:19]1[CH:18]=[N:17][C:16]2[NH:22][C:3](=[O:2])[CH2:4][N:5]([CH2:6][CH2:7][N:8]3[CH2:13][CH2:12][O:11][CH2:10][CH2:9]3)[CH2:14][C:15]=2[CH:20]=1. Reactant: C[O:2][C:3](=O)[CH2:4][N:5]([CH2:14][C:15]1[C:16]([NH2:22])=[N:17][CH:18]=[C:19]([Br:21])[CH:20]=1)[CH2:6][CH2:7][N:8]1[CH2:13][CH2:12][O:11][CH2:10][CH2:9]1.[H-].[Na+].